From a dataset of NCI-60 drug combinations with 297,098 pairs across 59 cell lines. Regression. Given two drug SMILES strings and cell line genomic features, predict the synergy score measuring deviation from expected non-interaction effect. (1) Cell line: BT-549. Drug 1: C1CC(C1)(C(=O)O)C(=O)O.[NH2-].[NH2-].[Pt+2]. Synergy scores: CSS=4.95, Synergy_ZIP=-0.752, Synergy_Bliss=0.539, Synergy_Loewe=-2.10, Synergy_HSA=-2.05. Drug 2: C1=NNC2=C1C(=O)NC=N2. (2) Drug 1: C1CC(=O)NC(=O)C1N2CC3=C(C2=O)C=CC=C3N. Drug 2: CC1C(C(CC(O1)OC2CC(CC3=C2C(=C4C(=C3O)C(=O)C5=C(C4=O)C(=CC=C5)OC)O)(C(=O)CO)O)N)O.Cl. Cell line: HCT-15. Synergy scores: CSS=20.9, Synergy_ZIP=-2.00, Synergy_Bliss=-3.02, Synergy_Loewe=-7.10, Synergy_HSA=-2.54. (3) Drug 1: COC1=CC(=CC(=C1O)OC)C2C3C(COC3=O)C(C4=CC5=C(C=C24)OCO5)OC6C(C(C7C(O6)COC(O7)C8=CC=CS8)O)O. Drug 2: CC1=CC2C(CCC3(C2CCC3(C(=O)C)OC(=O)C)C)C4(C1=CC(=O)CC4)C. Cell line: UACC-257. Synergy scores: CSS=17.8, Synergy_ZIP=-1.64, Synergy_Bliss=5.64, Synergy_Loewe=-39.3, Synergy_HSA=3.15. (4) Drug 1: C1=CC(=CC=C1CC(C(=O)O)N)N(CCCl)CCCl.Cl. Drug 2: CC1C(C(CC(O1)OC2CC(CC3=C2C(=C4C(=C3O)C(=O)C5=C(C4=O)C(=CC=C5)OC)O)(C(=O)CO)O)N)O.Cl. Cell line: K-562. Synergy scores: CSS=40.6, Synergy_ZIP=-1.06, Synergy_Bliss=0.464, Synergy_Loewe=-4.34, Synergy_HSA=0.101. (5) Drug 1: C1=CC=C(C=C1)NC(=O)CCCCCCC(=O)NO. Drug 2: CN(CCCl)CCCl.Cl. Cell line: 786-0. Synergy scores: CSS=20.8, Synergy_ZIP=-1.56, Synergy_Bliss=1.83, Synergy_Loewe=-7.21, Synergy_HSA=1.48.